Predict the reactants needed to synthesize the given product. From a dataset of Full USPTO retrosynthesis dataset with 1.9M reactions from patents (1976-2016). (1) Given the product [C:22]([O:21][C:19](=[O:20])[NH:1][C:2]1[C:3]([Br:8])=[N:4][CH:5]=[CH:6][CH:7]=1)([CH3:25])([CH3:24])[CH3:23], predict the reactants needed to synthesize it. The reactants are: [NH2:1][C:2]1[C:3]([Br:8])=[N:4][CH:5]=[CH:6][CH:7]=1.C[Si](C)(C)[N-][Si](C)(C)C.[Na+].[C:19](O[C:19]([O:21][C:22]([CH3:25])([CH3:24])[CH3:23])=[O:20])([O:21][C:22]([CH3:25])([CH3:24])[CH3:23])=[O:20]. (2) Given the product [C:34]1(/[C:22](=[N:21]/[O:20][CH2:19][C:18]2[CH:40]=[CH:41][C:15]([O:14][CH2:2][C:3]3[N:7]=[C:6]([C:8]4[CH:13]=[CH:12][CH:11]=[CH:10][CH:9]=4)[O:5][N:4]=3)=[CH:16][CH:17]=2)/[CH2:23][CH2:24][CH2:25][CH2:26][CH2:27][CH2:28][C:29]([O:31][CH2:32][CH3:33])=[O:30])[CH:39]=[CH:38][CH:37]=[CH:36][CH:35]=1, predict the reactants needed to synthesize it. The reactants are: Cl[CH2:2][C:3]1[N:7]=[C:6]([C:8]2[CH:13]=[CH:12][CH:11]=[CH:10][CH:9]=2)[O:5][N:4]=1.[OH:14][C:15]1[CH:41]=[CH:40][C:18]([CH2:19][O:20]/[N:21]=[C:22](/[C:34]2[CH:39]=[CH:38][CH:37]=[CH:36][CH:35]=2)\[CH2:23][CH2:24][CH2:25][CH2:26][CH2:27][CH2:28][C:29]([O:31][CH2:32][CH3:33])=[O:30])=[CH:17][CH:16]=1.C(=O)([O-])[O-].[K+].[K+].CN(C)C=O. (3) Given the product [N:1]1([CH2:5][CH2:6][S:7]([C:8]2[CH:9]=[C:10]([CH:30]=[C:31]([C:33]([F:35])([F:34])[F:36])[CH:32]=2)[C:11]([N:13]([C:15]2[CH:16]=[N:17][CH:18]=[CH:19][C:20]=2[C:21]2[CH:26]=[CH:25][C:24]([F:27])=[CH:23][C:22]=2[O:28][CH3:29])[CH3:14])=[O:12])(=[O:37])=[O:56])[CH2:4][CH2:3][CH2:2]1, predict the reactants needed to synthesize it. The reactants are: [N:1]1([CH2:5][CH2:6][S:7][C:8]2[CH:9]=[C:10]([CH:30]=[C:31]([C:33]([F:36])([F:35])[F:34])[CH:32]=2)[C:11]([N:13]([C:15]2[CH:16]=[N:17][CH:18]=[CH:19][C:20]=2[C:21]2[CH:26]=[CH:25][C:24]([F:27])=[CH:23][C:22]=2[O:28][CH3:29])[CH3:14])=[O:12])[CH2:4][CH2:3][CH2:2]1.[OH:37]OS([O-])=O.[K+].[O-]S([O-])(=S)=O.[Na+].[Na+].CCOC(C)=O.[OH2:56]. (4) Given the product [C:3]([C:5]1[CH:6]=[C:7]([S:12]([NH2:2])(=[O:14])=[O:13])[CH:8]=[CH:9][C:10]=1[F:11])#[N:4], predict the reactants needed to synthesize it. The reactants are: [OH-].[NH4+:2].[C:3]([C:5]1[CH:6]=[C:7]([S:12](Cl)(=[O:14])=[O:13])[CH:8]=[CH:9][C:10]=1[F:11])#[N:4]. (5) Given the product [CH3:20][C:15]1[C:14]([C:8]2[CH:7]=[C:6]3[C:11]([C:2]([NH:32][C@@H:30]([C:25]4[CH:26]=[CH:27][CH:28]=[CH:29][N:24]=4)[CH3:31])=[C:3]([NH2:21])[CH:4]=[N:5]3)=[CH:10][C:9]=2[O:12][CH3:13])=[C:18]([CH3:19])[O:17][N:16]=1, predict the reactants needed to synthesize it. The reactants are: Cl[C:2]1[C:11]2[C:6](=[CH:7][C:8]([C:14]3[C:15]([CH3:20])=[N:16][O:17][C:18]=3[CH3:19])=[C:9]([O:12][CH3:13])[CH:10]=2)[N:5]=[CH:4][C:3]=1[N+:21]([O-])=O.[N:24]1[CH:29]=[CH:28][CH:27]=[CH:26][C:25]=1[C@H:30]([NH2:32])[CH3:31]. (6) Given the product [CH2:1]([O:3][C:4]([C:6]1[C:10]([CH3:11])=[N:9][N:8]([CH:16]([CH3:17])[CH3:15])[N:7]=1)=[O:5])[CH3:2].[CH2:12]([O:14][C:15]([C:16]1[N:7]([CH:6]([CH3:10])[CH3:4])[N:8]=[N:9][C:17]=1[CH3:18])=[O:19])[CH3:13].[CH2:1]([O:3][C:4]([C:6]1[N:7]=[N:8][N:9]([CH:20]([CH3:22])[CH3:21])[C:10]=1[CH3:11])=[O:5])[CH3:2], predict the reactants needed to synthesize it. The reactants are: [CH2:1]([O:3][C:4]([C:6]1[C:10]([CH3:11])=[N:9][NH:8][N:7]=1)=[O:5])[CH3:2].[CH2:12]([O:14][C:15](=[O:19])[C:16]#[C:17][CH3:18])[CH3:13].[CH:20](I)([CH3:22])[CH3:21]. (7) Given the product [Cl:15][C:16]1[N:17]=[C:18]([Cl:35])[C:19]2[CH:24]=[C:23]([CH3:1])[N:22]([S:25]([C:28]3[CH:29]=[CH:30][C:31]([CH3:34])=[CH:32][CH:33]=3)(=[O:26])=[O:27])[C:20]=2[N:21]=1, predict the reactants needed to synthesize it. The reactants are: [CH:1](NC(C)C)(C)C.[Li]CCCC.N#N.[Cl:15][C:16]1[N:17]=[C:18]([Cl:35])[C:19]2[CH:24]=[CH:23][N:22]([S:25]([C:28]3[CH:33]=[CH:32][C:31]([CH3:34])=[CH:30][CH:29]=3)(=[O:27])=[O:26])[C:20]=2[N:21]=1.